Dataset: Catalyst prediction with 721,799 reactions and 888 catalyst types from USPTO. Task: Predict which catalyst facilitates the given reaction. (1) Reactant: [C:1]([O:5][C:6]([NH:8][C@@H:9]([CH2:13][CH2:14][C:15]1[N:19]([CH2:20][CH2:21][CH2:22][CH2:23][CH3:24])[C:18]2[CH:25]=[C:26]([Cl:30])[C:27]([Cl:29])=[CH:28][C:17]=2[N:16]=1)[C:10]([OH:12])=O)=[O:7])([CH3:4])([CH3:3])[CH3:2].CCN=C=NCCCN(C)C.Cl.C1C=CC2N(O)N=NC=2C=1.[C:53]([O:72][NH2:73])([C:66]1[CH:71]=[CH:70][CH:69]=[CH:68][CH:67]=1)([C:60]1[CH:65]=[CH:64][CH:63]=[CH:62][CH:61]=1)[C:54]1[CH:59]=[CH:58][CH:57]=[CH:56][CH:55]=1. Product: [C:1]([O:5][C:6]([NH:8][C@@H:9]([CH2:13][CH2:14][C:15]1[N:19]([CH2:20][CH2:21][CH2:22][CH2:23][CH3:24])[C:18]2[CH:25]=[C:26]([Cl:30])[C:27]([Cl:29])=[CH:28][C:17]=2[N:16]=1)[C:10]([NH:73][O:72][C:53]([C:54]1[CH:59]=[CH:58][CH:57]=[CH:56][CH:55]=1)([C:66]1[CH:67]=[CH:68][CH:69]=[CH:70][CH:71]=1)[C:60]1[CH:61]=[CH:62][CH:63]=[CH:64][CH:65]=1)=[O:12])=[O:7])([CH3:2])([CH3:3])[CH3:4]. The catalyst class is: 22. (2) The catalyst class is: 3. Product: [Br:31][C:3]1[CH:2]=[C:1]([C:14]2[CH:23]=[CH:22][CH:21]=[CH:20][C:15]=2[C:16]([O:18][CH3:19])=[O:17])[C:13]2[NH:12][C:11]3[C:6]([C:5]=2[CH:4]=1)=[CH:7][CH:8]=[CH:9][CH:10]=3. Reactant: [C:1]1([C:14]2[CH:23]=[CH:22][CH:21]=[CH:20][C:15]=2[C:16]([O:18][CH3:19])=[O:17])[C:13]2[NH:12][C:11]3[C:6](=[CH:7][CH:8]=[CH:9][CH:10]=3)[C:5]=2[CH:4]=[CH:3][CH:2]=1.C1C(=O)N([Br:31])C(=O)C1.O. (3) Reactant: [CH2:1]([O:3][P:4]([CH:9]([OH:13])[C:10]([OH:12])=[O:11])([O:6][CH2:7][CH3:8])=[O:5])[CH3:2].[C:14]1(C)[CH:19]=[CH:18][CH:17]=[CH:16][CH:15]=1. Product: [CH2:7]([O:6][P:4]([CH:9]1[C:10](=[O:12])[O:11][C:14]2([CH2:19][CH2:18][CH2:17][CH2:16][CH2:15]2)[O:13]1)(=[O:5])[O:3][CH2:1][CH3:2])[CH3:8]. The catalyst class is: 5. (4) Reactant: F[P-](F)(F)(F)(F)F.CN(C(ON1C2=NC=CC=C2N=N1)=[N+](C)C)C.C(N(CC)C(C)C)(C)C.[C:34]([O:38][C:39]([NH:41][CH2:42][C@H:43]1[CH2:48][CH2:47][C@H:46]([C:49]([NH:51][C@H:52]([C:70](=[O:83])[NH:71][C:72]2[CH:77]=[CH:76][C:75]([C:78]3[N:79]=[N:80][NH:81][N:82]=3)=[CH:74][CH:73]=2)[CH2:53][C:54]2[CH:59]=[CH:58][C:57]([C:60]3[CH:65]=[CH:64][CH:63]=[C:62]([C:66](O)=[O:67])[C:61]=3[F:69])=[CH:56][CH:55]=2)=[O:50])[CH2:45][CH2:44]1)=[O:40])([CH3:37])([CH3:36])[CH3:35].[C:84]([O:88][C:89]([N:91]1[CH2:96][CH2:95][NH:94][CH2:93][CH2:92]1)=[O:90])([CH3:87])([CH3:86])[CH3:85]. Product: [C:34]([O:38][C:39]([NH:41][CH2:42][C@H:43]1[CH2:44][CH2:45][C@H:46]([C:49]([NH:51][C@H:52]([C:70](=[O:83])[NH:71][C:72]2[CH:73]=[CH:74][C:75]([C:78]3[N:79]=[N:80][NH:81][N:82]=3)=[CH:76][CH:77]=2)[CH2:53][C:54]2[CH:55]=[CH:56][C:57]([C:60]3[CH:65]=[CH:64][CH:63]=[C:62]([C:66]([N:94]4[CH2:93][CH2:92][N:91]([C:89]([O:88][C:84]([CH3:87])([CH3:86])[CH3:85])=[O:90])[CH2:96][CH2:95]4)=[O:67])[C:61]=3[F:69])=[CH:58][CH:59]=2)=[O:50])[CH2:47][CH2:48]1)=[O:40])([CH3:36])([CH3:37])[CH3:35]. The catalyst class is: 7. (5) Reactant: [CH2:1]([N:8]1[CH2:13][CH2:12][CH:11]([NH:14][C:15](=O)[C:16]2[C:21]([N+:22]([O-])=O)=[CH:20][CH:19]=[CH:18][C:17]=2[Cl:25])[CH2:10][CH2:9]1)[C:2]1[CH:7]=[CH:6][CH:5]=[CH:4][CH:3]=1.[H-].[Al+3].[Li+].[H-].[H-].[H-]. Product: [NH2:22][C:21]1[CH:20]=[CH:19][CH:18]=[C:17]([Cl:25])[C:16]=1[CH2:15][NH:14][CH:11]1[CH2:12][CH2:13][N:8]([CH2:1][C:2]2[CH:7]=[CH:6][CH:5]=[CH:4][CH:3]=2)[CH2:9][CH2:10]1. The catalyst class is: 12. (6) Reactant: [CH2:1]([O:8][C:9]1[CH:18]=[C:17]2[C:12]([CH2:13][CH2:14][CH:15]([C:19]([O:21][CH2:22][CH3:23])=[O:20])[O:16]2)=[CH:11][CH:10]=1)[C:2]1[CH:7]=[CH:6][CH:5]=[CH:4][CH:3]=1.CN(C)P(N(C)C)(N(C)C)=O.C[Si]([N-][Si](C)(C)C)(C)C.[Na+].I[CH2:46][CH3:47]. Product: [CH2:1]([O:8][C:9]1[CH:18]=[C:17]2[C:12]([CH2:13][CH2:14][C:15]([CH2:46][CH3:47])([C:19]([O:21][CH2:22][CH3:23])=[O:20])[O:16]2)=[CH:11][CH:10]=1)[C:2]1[CH:7]=[CH:6][CH:5]=[CH:4][CH:3]=1. The catalyst class is: 1. (7) Reactant: CS(Cl)(=O)=O.O[CH2:7][CH2:8][C:9]1[CH2:18][CH2:17][C:16]2[CH:15]=[C:14]([NH:19][C:20](=[O:22])[CH3:21])[CH:13]=[CH:12][C:11]=2[CH:10]=1.[CH2:23]([N:25](CC)[CH2:26]C)C.CNC. The catalyst class is: 213. Product: [CH3:23][N:25]([CH3:26])[CH2:7][CH2:8][C:9]1[CH2:18][CH2:17][C:16]2[CH:15]=[C:14]([NH:19][C:20](=[O:22])[CH3:21])[CH:13]=[CH:12][C:11]=2[CH:10]=1. (8) Reactant: [CH3:1][C:2]1[C:3]([N+:12]([O-])=O)=[C:4]([NH:8][CH2:9][CH2:10][CH3:11])[CH:5]=[CH:6][CH:7]=1. Product: [CH3:1][C:2]1[CH:7]=[CH:6][CH:5]=[C:4]([NH:8][CH2:9][CH2:10][CH3:11])[C:3]=1[NH2:12]. The catalyst class is: 123.